Dataset: Peptide-MHC class II binding affinity with 134,281 pairs from IEDB. Task: Regression. Given a peptide amino acid sequence and an MHC pseudo amino acid sequence, predict their binding affinity value. This is MHC class II binding data. (1) The peptide sequence is DAPYMVGDVITSGDI. The MHC is DRB1_0401 with pseudo-sequence DRB1_0401. The binding affinity (normalized) is 0.386. (2) The peptide sequence is EKKYKAATQFEPLAA. The MHC is HLA-DQA10101-DQB10501 with pseudo-sequence HLA-DQA10101-DQB10501. The binding affinity (normalized) is 0.373. (3) The peptide sequence is DLASDLEKLKKKIGD. The MHC is DRB1_0101 with pseudo-sequence DRB1_0101. The binding affinity (normalized) is 0. (4) The peptide sequence is EQCGRQAGGKLCPNN. The MHC is HLA-DQA10401-DQB10402 with pseudo-sequence HLA-DQA10401-DQB10402. The binding affinity (normalized) is 0.